Dataset: Forward reaction prediction with 1.9M reactions from USPTO patents (1976-2016). Task: Predict the product of the given reaction. (1) Given the reactants Br[C:2]1[CH:3]=[C:4]2[C:9](=[CH:10][C:11]=1[CH3:12])[N:8]=[CH:7][CH:6]=[CH:5]2.CN1CCCC1=[O:19].[C:20]([Cu])#[N:21], predict the reaction product. The product is: [CH3:12][C:11]1[CH:10]=[C:9]2[C:4]([CH:5]=[CH:6][C:7](=[O:19])[NH:8]2)=[CH:3][C:2]=1[C:20]#[N:21]. (2) Given the reactants [Cl:1][C:2]1[CH:7]=[CH:6][C:5]([NH:8][C:9]([NH:11][C:12]#[N:13])=[NH:10])=[CH:4][CH:3]=1.[NH:14]1[CH:18]=[CH:17][CH:16]=[N:15]1.Cl, predict the reaction product. The product is: [ClH:1].[Cl:1][C:2]1[CH:3]=[CH:4][C:5]([NH:8][C:9]([NH:11][C:12]([N:14]2[CH:18]=[CH:17][CH:16]=[N:15]2)=[NH:13])=[NH:10])=[CH:6][CH:7]=1.